From a dataset of Forward reaction prediction with 1.9M reactions from USPTO patents (1976-2016). Predict the product of the given reaction. (1) The product is: [C:1]1([N:7]2[C:11]([NH:12][C:13]3[CH:14]=[CH:15][CH:16]=[CH:17][CH:18]=3)=[CH:10][C:9]([CH2:19][OH:20])=[N:8]2)[CH:2]=[CH:3][CH:4]=[CH:5][CH:6]=1. Given the reactants [C:1]1([N:7]2[C:11]([NH:12][C:13]3[CH:18]=[CH:17][CH:16]=[CH:15][CH:14]=3)=[CH:10][C:9]([C:19](OCC)=[O:20])=[N:8]2)[CH:6]=[CH:5][CH:4]=[CH:3][CH:2]=1.[H-].C([Al+]CC(C)C)C(C)C.Cl, predict the reaction product. (2) Given the reactants CC1C=CC(S(O)(=O)=O)=CC=1.O.[NH2:13][C:14]1[C:15]([Cl:29])=[N:16][C:17]([Cl:28])=[CH:18][C:19]=1[NH:20][C:21](=[O:27])[O:22][C:23]([CH3:26])([CH3:25])[CH3:24].[CH3:30][C@H:31]1[CH2:36][CH2:35][C@H:34]([C:37](=O)[CH3:38])[CH2:33][CH2:32]1, predict the reaction product. The product is: [Cl:29][C:15]1[C:14]([N:13]=[C:37]([C@H:34]2[CH2:35][CH2:36][C@H:31]([CH3:30])[CH2:32][CH2:33]2)[CH3:38])=[C:19]([NH:20][C:21](=[O:27])[O:22][C:23]([CH3:24])([CH3:25])[CH3:26])[CH:18]=[C:17]([Cl:28])[N:16]=1. (3) Given the reactants [Cl:1][CH2:2][C:3]([NH:5][C:6]1[CH:11]=[CH:10][CH:9]=[CH:8][C:7]=1[CH:12]=O)=O.[NH3:14].CO, predict the reaction product. The product is: [Cl:1][CH2:2][C:3]1[N:14]=[CH:12][C:7]2[C:6](=[CH:11][CH:10]=[CH:9][CH:8]=2)[N:5]=1. (4) Given the reactants C(OC(NC1C(=O)N2C(C)(C(O)=O)CCC2=NC=1)=O)C1C=CC=CC=1.C([O:30][C:31]([C:33]1([CH2:54][CH:55]=[CH2:56])[N:37]2[C:38](=[O:53])[C:39]([NH:42][C:43]([O:45][CH2:46][C:47]3[CH:52]=[CH:51][CH:50]=[CH:49][CH:48]=3)=[O:44])=[CH:40][N:41]=[C:36]2[CH2:35][CH2:34]1)=[O:32])(C)(C)C, predict the reaction product. The product is: [CH2:54]([C:33]1([C:31]([OH:32])=[O:30])[N:37]2[C:38](=[O:53])[C:39]([NH:42][C:43]([O:45][CH2:46][C:47]3[CH:52]=[CH:51][CH:50]=[CH:49][CH:48]=3)=[O:44])=[CH:40][N:41]=[C:36]2[CH2:35][CH2:34]1)[CH:55]=[CH2:56]. (5) Given the reactants [NH2:1][C:2]1[S:6][C:5]2[CH2:7][CH2:8][CH2:9][C:4]=2[C:3]=1[C:10]([C:12]1[CH:17]=[CH:16][C:15]([F:18])=[CH:14][CH:13]=1)=O.[F:19][C:20]([F:28])([F:27])[C:21](=[O:26])[CH2:22][C:23](=O)[CH3:24], predict the reaction product. The product is: [F:19][C:20]([F:28])([F:27])[C:21]([C:22]1[C:10]([C:12]2[CH:17]=[CH:16][C:15]([F:18])=[CH:14][CH:13]=2)=[C:3]2[C:4]3[CH2:9][CH2:8][CH2:7][C:5]=3[S:6][C:2]2=[N:1][C:23]=1[CH3:24])=[O:26]. (6) Given the reactants C(OC([N:8]1[CH2:13][CH2:12][N:11]([C:14]2[N:19]=[C:18]([O:20][C:21]3[CH:26]=[CH:25][C:24]([O:27][C:28]4[CH:33]=[CH:32][CH:31]=[CH:30][CH:29]=4)=[CH:23][CH:22]=3)[C:17]([C:34](=[O:36])[NH2:35])=[CH:16][N:15]=2)[CH2:10][CH2:9]1)=O)(C)(C)C.[ClH:37], predict the reaction product. The product is: [ClH:37].[O:27]([C:24]1[CH:25]=[CH:26][C:21]([O:20][C:18]2[C:17]([C:34]([NH2:35])=[O:36])=[CH:16][N:15]=[C:14]([N:11]3[CH2:12][CH2:13][NH:8][CH2:9][CH2:10]3)[N:19]=2)=[CH:22][CH:23]=1)[C:28]1[CH:33]=[CH:32][CH:31]=[CH:30][CH:29]=1. (7) Given the reactants [C:1]([O:4][C@@H:5]1[C@@H:10]([O:11][C:12](=[O:14])[CH3:13])[C@H:9]([C:15]2[CH:20]=[CH:19][C:18]([Cl:21])=[C:17]([CH2:22][C:23]3[CH:28]=[CH:27][C:26]([O:29][CH2:30][CH3:31])=[CH:25][CH:24]=3)[CH:16]=2)[O:8][C@@H:7](Br)[C@H:6]1[O:33][C:34](=[O:36])[CH3:35])(=[O:3])[CH3:2].[CH3:37][OH:38], predict the reaction product. The product is: [C:1]([O:4][C@@H:5]1[C@@H:10]([O:11][C:12](=[O:14])[CH3:13])[C@H:9]([C:15]2[CH:20]=[CH:19][C:18]([Cl:21])=[C:17]([CH2:22][C:23]3[CH:28]=[CH:27][C:26]([O:29][CH2:30][CH3:31])=[CH:25][CH:24]=3)[CH:16]=2)[O:8][C@H:7]([O:38][CH3:37])[C@H:6]1[O:33][C:34](=[O:36])[CH3:35])(=[O:3])[CH3:2].